Dataset: Forward reaction prediction with 1.9M reactions from USPTO patents (1976-2016). Task: Predict the product of the given reaction. (1) Given the reactants Cl.[C:2]([C:5]1[CH:10]=[CH:9][C:8]([N:11]2[CH2:16][CH2:15][N:14]([CH2:17][C:18]([OH:20])=O)[CH2:13][CH2:12]2)=[CH:7][CH:6]=1)(=[O:4])[CH3:3].[NH2:21][C@@H:22]([CH2:40][O:41][CH2:42][C:43]1[CH:48]=[CH:47][CH:46]=[CH:45][CH:44]=1)[C:23]([NH:25][C:26]1[CH:31]=[CH:30][C:29]([O:32][C:33]2[CH:38]=[CH:37][C:36]([F:39])=[CH:35][CH:34]=2)=[CH:28][CH:27]=1)=[O:24], predict the reaction product. The product is: [C:2]([C:5]1[CH:6]=[CH:7][C:8]([N:11]2[CH2:12][CH2:13][N:14]([CH2:17][C:18]([NH:21][C@@H:22]([CH2:40][O:41][CH2:42][C:43]3[CH:44]=[CH:45][CH:46]=[CH:47][CH:48]=3)[C:23]([NH:25][C:26]3[CH:27]=[CH:28][C:29]([O:32][C:33]4[CH:38]=[CH:37][C:36]([F:39])=[CH:35][CH:34]=4)=[CH:30][CH:31]=3)=[O:24])=[O:20])[CH2:15][CH2:16]2)=[CH:9][CH:10]=1)(=[O:4])[CH3:3]. (2) Given the reactants [C:1]([O:10][CH3:11])(=[O:9])[C:2]1[C:3](=[CH:5][CH:6]=[CH:7][CH:8]=1)[NH2:4].[CH2:12](O)[C:13]1[CH:18]=[CH:17][CH:16]=[CH:15][CH:14]=1.Cl.O, predict the reaction product. The product is: [CH2:12]([C:7]1[CH:8]=[C:2]([C:1]([O:10][CH3:11])=[O:9])[C:3]([NH2:4])=[CH:5][CH:6]=1)[C:13]1[CH:18]=[CH:17][CH:16]=[CH:15][CH:14]=1.